This data is from CYP2C9 inhibition data for predicting drug metabolism from PubChem BioAssay. The task is: Regression/Classification. Given a drug SMILES string, predict its absorption, distribution, metabolism, or excretion properties. Task type varies by dataset: regression for continuous measurements (e.g., permeability, clearance, half-life) or binary classification for categorical outcomes (e.g., BBB penetration, CYP inhibition). Dataset: cyp2c9_veith. (1) The compound is CCNc1ncc2nc(CCc3ccccc3)c(=O)n(Cc3ccc(F)cc3)c2n1. The result is 0 (non-inhibitor). (2) The molecule is O=C(O)C[C@H]1OCC=C2CN3CC[C@@]45C6=CC(=O)C(=O)C([N+](=O)[O-])=C6N[C@H]4[C@H]1[C@H]2C[C@@H]35. The result is 1 (inhibitor). (3) The drug is O=C(c1ccc2c(c1)OCO2)N1CCCCC1. The result is 1 (inhibitor). (4) The compound is Cc1noc(NC(=O)Nc2ccccc2F)c1C#N. The result is 0 (non-inhibitor). (5) The molecule is CCC/C=C(\CCC)C(NC(=O)C(C)(C)C)c1ccc(C(=O)OC)cc1. The result is 1 (inhibitor).